From a dataset of hERG Central: cardiac toxicity at 1µM, 10µM, and general inhibition. Predict hERG channel inhibition at various concentrations. (1) The drug is CCc1nc2ccc(C(=O)NCCCN3CCN(c4ccc(F)cc4)CC3)cc2nc1CC. Results: hERG_inhib (hERG inhibition (general)): blocker. (2) The molecule is CCCCC(=O)N1CCN(c2nc3ccc(F)cc3s2)CC1. Results: hERG_inhib (hERG inhibition (general)): blocker. (3) The drug is COCCN1CCN(Cc2cn(C)nc2-c2ccc(Oc3ccccc3)cc2)CC1. Results: hERG_inhib (hERG inhibition (general)): blocker. (4) The drug is COc1ccc(CN2CCN(CCCc3ccccc3)C(CCO)C2)c(O)c1. Results: hERG_inhib (hERG inhibition (general)): blocker. (5) The molecule is O=C(O)C(=O)O.c1ccc(COc2ccc(OCCN3CCCC3)cc2)cc1. Results: hERG_inhib (hERG inhibition (general)): blocker. (6) The compound is CCc1cc(C(c2ccccn2)N2CCN(C)CC2)c(NC(=O)c2ccccc2)s1. Results: hERG_inhib (hERG inhibition (general)): blocker. (7) The molecule is COc1ccc(-n2c(SCC(=O)N3CCN(c4ccccc4)CC3)nc3c(c2=O)SCC3)cc1. Results: hERG_inhib (hERG inhibition (general)): blocker. (8) The molecule is CN(C)CC(O)CN(c1ccccc1)c1ccccc1. Results: hERG_inhib (hERG inhibition (general)): blocker.